This data is from Catalyst prediction with 721,799 reactions and 888 catalyst types from USPTO. The task is: Predict which catalyst facilitates the given reaction. (1) Reactant: [CH3:1][N:2]1[CH:6]=[CH:5][C:4]([NH:7][C:8]2[C:17]3[C:12](=[CH:13][CH:14]=[C:15]([OH:18])[CH:16]=3)[N:11]=[CH:10][N:9]=2)=[N:3]1.[CH:19]1([C:22]([C:24]2[CH:29]=[CH:28][CH:27]=[C:26]([F:30])[C:25]=2F)=[O:23])[CH2:21][CH2:20]1.C(O[K])(C)(C)C.O. Product: [CH:19]1([C:22]([C:24]2[CH:29]=[CH:28][CH:27]=[C:26]([F:30])[C:25]=2[O:18][C:15]2[CH:16]=[C:17]3[C:12](=[CH:13][CH:14]=2)[N:11]=[CH:10][N:9]=[C:8]3[NH:7][C:4]2[CH:5]=[CH:6][N:2]([CH3:1])[N:3]=2)=[O:23])[CH2:20][CH2:21]1. The catalyst class is: 80. (2) Reactant: [CH2:1]([O:8][C:9]1[C:14](Br)=[CH:13][CH:12]=[CH:11][C:10]=1Br)[C:2]1[CH:7]=[CH:6][CH:5]=[CH:4][CH:3]=1.[N:17]1[CH:22]=[CH:21][CH:20]=[C:19](B(O)O)[CH:18]=1.C(=O)([O-])[O-].[K+].[K+]. Product: [CH2:1]([O:8][C:9]1[C:14]([C:19]2[CH:18]=[N:17][CH:22]=[CH:21][CH:20]=2)=[CH:13][CH:12]=[CH:11][C:10]=1[C:19]1[CH:18]=[N:17][CH:22]=[CH:21][CH:20]=1)[C:2]1[CH:7]=[CH:6][CH:5]=[CH:4][CH:3]=1. The catalyst class is: 455.